From a dataset of Full USPTO retrosynthesis dataset with 1.9M reactions from patents (1976-2016). Predict the reactants needed to synthesize the given product. (1) Given the product [F:2][C:3]1[CH:8]=[CH:7][C:6]([NH:9][C:10]2[CH:15]=[CH:14][N:13]=[C:12]([NH:16][C:17]3[CH:18]=[CH:19][C:20]([S:23]([N:26]([CH3:33])[CH:27]4[CH2:32][CH2:31][N:30]([CH2:36][C:35]([F:46])([F:45])[F:34])[CH2:29][CH2:28]4)(=[O:24])=[O:25])=[CH:21][CH:22]=3)[N:11]=2)=[CH:5][CH:4]=1, predict the reactants needed to synthesize it. The reactants are: Cl.[F:2][C:3]1[CH:8]=[CH:7][C:6]([NH:9][C:10]2[CH:15]=[CH:14][N:13]=[C:12]([NH:16][C:17]3[CH:22]=[CH:21][C:20]([S:23]([N:26]([CH3:33])[CH:27]4[CH2:32][CH2:31][NH:30][CH2:29][CH2:28]4)(=[O:25])=[O:24])=[CH:19][CH:18]=3)[N:11]=2)=[CH:5][CH:4]=1.[F:34][C:35]([F:46])([F:45])[CH2:36]OS(C(F)(F)F)(=O)=O. (2) Given the product [Cl:27][C:26]1[CH:25]=[CH:24][C:16]([CH2:17][NH:18][C:19]([CH:21]2[CH2:23][CH2:22]2)=[O:20])=[CH:15][C:14]=1[C:10]1[NH:11][C:12](=[O:13])[N:8]([C:5]2[CH:6]=[CH:7][C:2]([NH:1][C:33]([CH:30]3[CH2:32][CH2:31]3)=[O:34])=[C:3]([O:28][CH3:29])[CH:4]=2)[N:9]=1, predict the reactants needed to synthesize it. The reactants are: [NH2:1][C:2]1[CH:7]=[CH:6][C:5]([N:8]2[C:12](=[O:13])[NH:11][C:10]([C:14]3[CH:15]=[C:16]([CH:24]=[CH:25][C:26]=3[Cl:27])[CH2:17][NH:18][C:19]([CH:21]3[CH2:23][CH2:22]3)=[O:20])=[N:9]2)=[CH:4][C:3]=1[O:28][CH3:29].[CH:30]1([C:33](Cl)=[O:34])[CH2:32][CH2:31]1.CCN(C(C)C)C(C)C. (3) The reactants are: [F:1][C:2]([F:31])([F:30])[C:3]1[CH:4]=[C:5]([CH:27]=[CH:28][CH:29]=1)[C:6]([NH:8][C:9]1[CH:14]=[CH:13][C:12]([C:15]2[CH:23]=[C:22]3[C:18]([C:19]([C:24](O)=[O:25])=[N:20][NH:21]3)=[CH:17][CH:16]=2)=[CH:11][CH:10]=1)=[O:7].Cl.CN.C1C=CC2N(O)N=[N:41][C:39]=2C=1.C(N(CC)CC)C.CCN=C=NCCCN(C)C.C(=O)(O)[O-].[Na+]. Given the product [CH3:39][NH:41][C:24]([C:19]1[C:18]2[C:22](=[CH:23][C:15]([C:12]3[CH:13]=[CH:14][C:9]([NH:8][C:6](=[O:7])[C:5]4[CH:27]=[CH:28][CH:29]=[C:3]([C:2]([F:1])([F:30])[F:31])[CH:4]=4)=[CH:10][CH:11]=3)=[CH:16][CH:17]=2)[NH:21][N:20]=1)=[O:25], predict the reactants needed to synthesize it. (4) The reactants are: CN1CCOCC1.ON1C2C=CC=CC=2N=N1.Cl.C(N=C=NCCCN(C)C)C.[CH2:30]([CH2:32][NH2:33])[OH:31].[CH3:34][C:35]1[C:40]([CH:41]([C:51]2[C:56]([F:57])=[CH:55][CH:54]=[C:53]([F:58])[C:52]=2[F:59])[S:42]([CH2:45][CH2:46][C:47]([F:50])([F:49])[F:48])(=[O:44])=[O:43])=[CH:39][N:38]=[C:37]([C:60](O)=[O:61])[CH:36]=1. Given the product [OH:31][CH2:30][CH2:32][NH:33][C:60]([C:37]1[CH:36]=[C:35]([CH3:34])[C:40]([CH:41]([C:51]2[C:56]([F:57])=[CH:55][CH:54]=[C:53]([F:58])[C:52]=2[F:59])[S:42]([CH2:45][CH2:46][C:47]([F:50])([F:49])[F:48])(=[O:43])=[O:44])=[CH:39][N:38]=1)=[O:61], predict the reactants needed to synthesize it. (5) The reactants are: [CH3:1][O:2][C:3]1[CH:4]=[C:5]2[C:10](=[C:11]3[CH2:15][C:14]([CH3:17])([CH3:16])[O:13][C:12]=13)[C:9]([C:18]1[CH:19]=[C:20]([NH2:24])[CH:21]=[CH:22][CH:23]=1)=[N:8][C:7]([CH3:26])([CH3:25])[CH2:6]2.[C:27]1(=O)[O:32][C:30](=[O:31])[C:29]2=[CH:33][CH:34]=[CH:35][CH:36]=[C:28]12. Given the product [CH3:1][O:2][C:3]1[CH:4]=[C:5]2[C:10](=[C:11]3[CH2:15][C:14]([CH3:17])([CH3:16])[O:13][C:12]=13)[C:9]([C:18]1[CH:19]=[C:20]([N:24]3[C:30](=[O:31])[C:29]4[C:28](=[CH:36][CH:35]=[CH:34][CH:33]=4)[C:27]3=[O:32])[CH:21]=[CH:22][CH:23]=1)=[N:8][C:7]([CH3:26])([CH3:25])[CH2:6]2, predict the reactants needed to synthesize it.